From a dataset of Reaction yield outcomes from USPTO patents with 853,638 reactions. Predict the reaction yield, written as a fraction of the theoretical maximum amount of product (1.0 means a 100% yield; for example, 0.34 means a 34% yield). The reactants are [C:1]1([CH:11]=O)[C:10]2[C:5](=[CH:6][CH:7]=[CH:8][CH:9]=2)[CH:4]=[CH:3][CH:2]=1.[Si:13]([O:20][C@@H:21]1[C@H:25]([CH2:26][O:27][Si:28]([C:31]([CH3:34])([CH3:33])[CH3:32])([CH3:30])[CH3:29])[CH2:24][C@@H:23]([O:35][C:36]2[CH:41]=[CH:40][N:39]=[C:38]([NH2:42])[C:37]=2[NH2:43])[CH2:22]1)([C:16]([CH3:19])([CH3:18])[CH3:17])([CH3:15])[CH3:14].S(S([O-])=O)([O-])(=O)=O.[Na+].[Na+]. The catalyst is C(#N)C. The product is [Si:13]([O:20][C@@H:21]1[C@H:25]([CH2:26][O:27][Si:28]([C:31]([CH3:34])([CH3:33])[CH3:32])([CH3:30])[CH3:29])[CH2:24][C@@H:23]([O:35][C:36]2[CH:41]=[CH:40][N:39]=[C:38]3[NH:42][C:11]([C:1]4[C:10]5[C:5](=[CH:6][CH:7]=[CH:8][CH:9]=5)[CH:4]=[CH:3][CH:2]=4)=[N:43][C:37]=23)[CH2:22]1)([C:16]([CH3:17])([CH3:18])[CH3:19])([CH3:15])[CH3:14]. The yield is 0.680.